This data is from Serine/threonine kinase 33 screen with 319,792 compounds. The task is: Binary Classification. Given a drug SMILES string, predict its activity (active/inactive) in a high-throughput screening assay against a specified biological target. (1) The molecule is O1CCN(CCN(C2CCN(CC2)C(=O)CNC(=O)/C=C\c2cc(OC)c(OC(C)C)cc2)C)CC1. The result is 0 (inactive). (2) The molecule is s\1c=2n(CCCN2)c(=O)c1=C/c1ccc(N(C)C)cc1. The result is 0 (inactive). (3) The molecule is S(CC(=O)c1ccc(NC(=O)C)cc1)c1n(nnn1)C. The result is 0 (inactive). (4) The molecule is S(c1[nH]nc(NCC(OCCCC)=O)c(=O)n1)CC(OCC)=O. The result is 0 (inactive). (5) The drug is Clc1ccc(NC(=O)NN(C(C)(C)C)C(=O)c2cc(cc(c2)C)C)cc1. The result is 0 (inactive).